This data is from NCI-60 drug combinations with 297,098 pairs across 59 cell lines. The task is: Regression. Given two drug SMILES strings and cell line genomic features, predict the synergy score measuring deviation from expected non-interaction effect. (1) Drug 1: COC1=CC(=CC(=C1O)OC)C2C3C(COC3=O)C(C4=CC5=C(C=C24)OCO5)OC6C(C(C7C(O6)COC(O7)C8=CC=CS8)O)O. Drug 2: CCCCCOC(=O)NC1=NC(=O)N(C=C1F)C2C(C(C(O2)C)O)O. Cell line: HCT116. Synergy scores: CSS=58.6, Synergy_ZIP=4.84, Synergy_Bliss=6.39, Synergy_Loewe=-37.4, Synergy_HSA=6.28. (2) Synergy scores: CSS=25.9, Synergy_ZIP=-3.02, Synergy_Bliss=-0.384, Synergy_Loewe=-28.2, Synergy_HSA=-3.36. Drug 1: CN(CC1=CN=C2C(=N1)C(=NC(=N2)N)N)C3=CC=C(C=C3)C(=O)NC(CCC(=O)O)C(=O)O. Drug 2: C(CC(=O)O)C(=O)CN.Cl. Cell line: SK-OV-3. (3) Drug 1: C1=NC2=C(N1)C(=S)N=C(N2)N. Drug 2: CC1=C(C(=CC=C1)Cl)NC(=O)C2=CN=C(S2)NC3=CC(=NC(=N3)C)N4CCN(CC4)CCO. Cell line: SK-MEL-5. Synergy scores: CSS=17.8, Synergy_ZIP=4.93, Synergy_Bliss=1.54, Synergy_Loewe=-6.64, Synergy_HSA=-5.69. (4) Drug 1: C1CCN(CC1)CCOC2=CC=C(C=C2)C(=O)C3=C(SC4=C3C=CC(=C4)O)C5=CC=C(C=C5)O. Drug 2: CC1=C2C(C(=O)C3(C(CC4C(C3C(C(C2(C)C)(CC1OC(=O)C(C(C5=CC=CC=C5)NC(=O)C6=CC=CC=C6)O)O)OC(=O)C7=CC=CC=C7)(CO4)OC(=O)C)O)C)OC(=O)C. Cell line: T-47D. Synergy scores: CSS=30.5, Synergy_ZIP=-6.21, Synergy_Bliss=-5.84, Synergy_Loewe=-8.21, Synergy_HSA=-1.47. (5) Drug 1: CC1=C2C(C(=O)C3(C(CC4C(C3C(C(C2(C)C)(CC1OC(=O)C(C(C5=CC=CC=C5)NC(=O)OC(C)(C)C)O)O)OC(=O)C6=CC=CC=C6)(CO4)OC(=O)C)OC)C)OC. Drug 2: CN(C)C1=NC(=NC(=N1)N(C)C)N(C)C. Cell line: COLO 205. Synergy scores: CSS=51.6, Synergy_ZIP=5.76, Synergy_Bliss=3.04, Synergy_Loewe=-38.3, Synergy_HSA=-0.274. (6) Drug 1: C1=NNC2=C1C(=O)NC=N2. Drug 2: C1CCC(C(C1)N)N.C(=O)(C(=O)[O-])[O-].[Pt+4]. Cell line: HT29. Synergy scores: CSS=52.2, Synergy_ZIP=-5.28, Synergy_Bliss=-9.80, Synergy_Loewe=-25.7, Synergy_HSA=-3.64.